Task: Predict the reactants needed to synthesize the given product.. Dataset: Full USPTO retrosynthesis dataset with 1.9M reactions from patents (1976-2016) (1) Given the product [C:16]([NH2:18])(=[O:17])[C:15]1[CH:19]=[CH:20][N:21]=[CH:13][CH:14]=1, predict the reactants needed to synthesize it. The reactants are: O(CC(O)=O)C1C=CC=CC=1.N[C:13]1[CH:14]=[C:15]([CH:19]=[CH:20][N:21]=1)[C:16]([NH2:18])=[O:17].C1CN([P+](ON2N=NC3C=CC=CC2=3)(N2CCCC2)N2CCCC2)CC1.F[P-](F)(F)(F)(F)F.CO. (2) The reactants are: [Sn](Cl)Cl.[Br:4][C:5]1[CH:6]=[CH:7][C:8]([N+:17]([O-])=O)=[C:9]([NH:11][CH2:12][CH2:13][CH2:14][O:15][CH3:16])[CH:10]=1. Given the product [Br:4][C:5]1[CH:10]=[C:9]([NH:11][CH2:12][CH2:13][CH2:14][O:15][CH3:16])[C:8]([NH2:17])=[CH:7][CH:6]=1, predict the reactants needed to synthesize it. (3) Given the product [CH:21]1([CH2:24][C@H:25]([NH:32][C:12]([C:10]2[CH:9]=[CH:8][C:7]([N:15]3[CH2:18][C:17]([F:20])([F:19])[CH2:16]3)=[C:6]([O:5][CH2:4][CH:1]3[CH2:2][CH2:3]3)[N:11]=2)=[O:14])[C:26]2[N:30]=[C:29]([CH3:31])[O:28][N:27]=2)[CH2:23][CH2:22]1, predict the reactants needed to synthesize it. The reactants are: [CH:1]1([CH2:4][O:5][C:6]2[N:11]=[C:10]([C:12]([OH:14])=O)[CH:9]=[CH:8][C:7]=2[N:15]2[CH2:18][C:17]([F:20])([F:19])[CH2:16]2)[CH2:3][CH2:2]1.[CH:21]1([CH2:24][C@H:25]([NH2:32])[C:26]2[N:30]=[C:29]([CH3:31])[O:28][N:27]=2)[CH2:23][CH2:22]1. (4) The reactants are: [F:1][C:2]([F:13])([F:12])[C:3]1[CH:11]=[CH:10][C:6]([C:7]([OH:9])=O)=[CH:5][CH:4]=1.[NH2:14][CH2:15][C:16]1[CH:17]=[C:18]([CH:33]=[CH:34][CH:35]=1)[O:19][C:20]1[CH:32]=[CH:31][C:23]([O:24][C:25]([CH3:30])([CH3:29])[C:26]([OH:28])=[O:27])=[CH:22][CH:21]=1. Given the product [CH3:30][C:25]([O:24][C:23]1[CH:31]=[CH:32][C:20]([O:19][C:18]2[CH:33]=[CH:34][CH:35]=[C:16]([CH2:15][NH:14][C:7](=[O:9])[C:6]3[CH:5]=[CH:4][C:3]([C:2]([F:1])([F:13])[F:12])=[CH:11][CH:10]=3)[CH:17]=2)=[CH:21][CH:22]=1)([CH3:29])[C:26]([OH:28])=[O:27], predict the reactants needed to synthesize it. (5) Given the product [Cl:11][C:10]1[C:91]2[O:90][CH2:89][CH:88]([CH3:61])[C:93]=2[C:7]([C@H:21]2[C@H:26]([O:27][CH2:28][C:29]3[CH:30]=[CH:31][CH:32]=[CH:33][CH:34]=3)[C@@H:25]([O:35][CH2:36][C:37]3[CH:42]=[CH:41][CH:40]=[CH:39][CH:38]=3)[C@H:24]([O:43][CH2:44][C:45]3[CH:46]=[CH:47][CH:48]=[CH:49][CH:50]=3)[C@@H:23]([CH2:51][O:52][CH2:53][C:54]3[CH:59]=[CH:58][CH:57]=[CH:56][CH:55]=3)[O:22]2)=[CH:8][C:9]=1[CH2:12][C:13]1[CH:14]=[CH:15][C:16]([CH2:19][CH3:20])=[CH:17][CH:18]=1, predict the reactants needed to synthesize it. The reactants are: C(OC1C(Br)=[C:7]([C@H:21]2[C@H:26]([O:27][CH2:28][C:29]3[CH:34]=[CH:33][CH:32]=[CH:31][CH:30]=3)[C@@H:25]([O:35][CH2:36][C:37]3[CH:42]=[CH:41][CH:40]=[CH:39][CH:38]=3)[C@H:24]([O:43][CH2:44][C:45]3[CH:50]=[CH:49][CH:48]=[CH:47][CH:46]=3)[C@@H:23]([CH2:51][O:52][CH2:53][C:54]3[CH:59]=[CH:58][CH:57]=[CH:56][CH:55]=3)[O:22]2)[CH:8]=[C:9]([CH2:12][C:13]2[CH:18]=[CH:17][C:16]([CH2:19][CH3:20])=[CH:15][CH:14]=2)[C:10]=1[Cl:11])C=C.[CH3:61]CCC[SnH](CCCC)CCCC.CC(N=NC(C#N)(C)C)(C#N)C.[F-].[K+].[CH3:88][CH2:89][O:90][C:91]([CH3:93])=O. (6) Given the product [CH2:1]([C@@H:8]1[CH2:9][CH2:10][C@H:11]([C:14]([NH:24][C:23]2[CH:25]=[CH:26][C:20]([F:19])=[CH:21][CH:22]=2)=[O:16])[CH2:12][CH2:13]1)[C:2]1[CH:3]=[CH:4][CH:5]=[CH:6][CH:7]=1, predict the reactants needed to synthesize it. The reactants are: [CH2:1]([CH:8]1[CH2:13][CH2:12][CH:11]([C:14]([O:16]CC)=O)[CH2:10][CH2:9]1)[C:2]1[CH:7]=[CH:6][CH:5]=[CH:4][CH:3]=1.[F:19][C:20]1[CH:26]=[CH:25][C:23]([NH2:24])=[CH:22][CH:21]=1. (7) Given the product [Cl:6][C:7]1[CH:8]=[C:9]([CH:12]=[CH:13][C:14]=1[N:15]1[CH2:16][CH2:17][N:18]([C:21]2[C:30]3[C:25](=[CH:26][CH:27]=[C:28]([N:31]([CH3:33])[CH3:32])[CH:29]=3)[N:24]=[C:23]([CH:34]3[CH2:36][CH2:35]3)[N:22]=2)[CH2:19][CH2:20]1)[C:10]([NH2:11])=[O:38], predict the reactants needed to synthesize it. The reactants are: OS(O)(=O)=O.[Cl:6][C:7]1[CH:8]=[C:9]([CH:12]=[CH:13][C:14]=1[N:15]1[CH2:20][CH2:19][N:18]([C:21]2[C:30]3[C:25](=[CH:26][CH:27]=[C:28]([N:31]([CH3:33])[CH3:32])[CH:29]=3)[N:24]=[C:23]([CH:34]3[CH2:36][CH2:35]3)[N:22]=2)[CH2:17][CH2:16]1)[C:10]#[N:11].C([O-])(O)=[O:38].[Na+]. (8) Given the product [C:1]([C:3]1[CH:4]=[CH:5][C:6]([N:9]2[C:13]([C:14]3[CH:19]=[CH:18][C:17]([CH3:20])=[CH:16][CH:15]=3)=[CH:12][C:11]([N:21]([CH2:40][CH:41]3[CH2:46][CH2:45][N:44]([C:47]([O:49][C:50]([CH3:51])([CH3:53])[CH3:52])=[O:48])[CH2:43][CH2:42]3)[C:22]([O:23][C:24]([CH3:25])([CH3:27])[CH3:26])=[O:28])=[N:10]2)=[CH:7][CH:8]=1)#[N:2], predict the reactants needed to synthesize it. The reactants are: [C:1]([C:3]1[CH:8]=[CH:7][C:6]([N:9]2[C:13]([C:14]3[CH:19]=[CH:18][C:17]([CH3:20])=[CH:16][CH:15]=3)=[CH:12][C:11]([NH:21][C:22](=[O:28])[O:23][C:24]([CH3:27])([CH3:26])[CH3:25])=[N:10]2)=[CH:5][CH:4]=1)#[N:2].CC1C=CC(S(O[CH2:40][CH:41]2[CH2:46][CH2:45][N:44]([C:47]([O:49][C:50]([CH3:53])([CH3:52])[CH3:51])=[O:48])[CH2:43][CH2:42]2)(=O)=O)=CC=1.C([O-])([O-])=O.[Cs+].[Cs+]. (9) The reactants are: [C:1]([O:4][CH2:5][CH:6]1[CH2:10][CH2:9][N:8]([C:11]2[CH:16]=[CH:15][C:14]([C:17]3[CH:22]=[CH:21][C:20]([O:23][CH2:24][CH2:25][O:26][CH2:27][CH2:28][CH2:29][CH3:30])=[CH:19][CH:18]=3)=[CH:13][C:12]=2/[CH:31]=[C:32](\[CH3:36])/[C:33](O)=[O:34])[CH2:7]1)(=[O:3])[CH3:2].CN(C=O)C.C(Cl)(=O)C(Cl)=O.[CH2:48]([N:51]1[C:55]([CH2:56][S:57]([C:59]2[CH:65]=[CH:64][C:62]([NH2:63])=[CH:61][CH:60]=2)=[O:58])=[CH:54][N:53]=[CH:52]1)[CH2:49][CH3:50]. Given the product [C:1]([O:4][CH2:5][CH:6]1[CH2:10][CH2:9][N:8]([C:11]2[CH:16]=[CH:15][C:14]([C:17]3[CH:18]=[CH:19][C:20]([O:23][CH2:24][CH2:25][O:26][CH2:27][CH2:28][CH2:29][CH3:30])=[CH:21][CH:22]=3)=[CH:13][C:12]=2/[CH:31]=[C:32](\[CH3:36])/[C:33]([NH:63][C:62]2[CH:64]=[CH:65][C:59]([S@:57]([CH2:56][C:55]3[N:51]([CH2:48][CH2:49][CH3:50])[CH:52]=[N:53][CH:54]=3)=[O:58])=[CH:60][CH:61]=2)=[O:34])[CH2:7]1)(=[O:3])[CH3:2], predict the reactants needed to synthesize it.